This data is from CYP1A2 inhibition data for predicting drug metabolism from PubChem BioAssay. The task is: Regression/Classification. Given a drug SMILES string, predict its absorption, distribution, metabolism, or excretion properties. Task type varies by dataset: regression for continuous measurements (e.g., permeability, clearance, half-life) or binary classification for categorical outcomes (e.g., BBB penetration, CYP inhibition). Dataset: cyp1a2_veith. The compound is N=C(N)SCc1ccc(Cl)c2ccccc12.O=[N+]([O-])c1c(O)c(Cl)cc(Cl)c1Cl. The result is 1 (inhibitor).